This data is from Reaction yield outcomes from USPTO patents with 853,638 reactions. The task is: Predict the reaction yield, written as a fraction of the theoretical maximum amount of product (1.0 means a 100% yield; for example, 0.34 means a 34% yield). (1) The reactants are [F:1][C:2]1[CH:7]=[C:6]([N+:8]([O-:10])=[O:9])[CH:5]=[CH:4][C:3]=1[N:11]1[CH2:16][CH2:15][CH:14]([C:17]([O:19]C)=O)[CH2:13][CH2:12]1.[NH2:21][NH2:22].O. The catalyst is C(O)C. The product is [F:1][C:2]1[CH:7]=[C:6]([N+:8]([O-:10])=[O:9])[CH:5]=[CH:4][C:3]=1[N:11]1[CH2:16][CH2:15][CH:14]([C:17]([NH:21][NH2:22])=[O:19])[CH2:13][CH2:12]1. The yield is 0.910. (2) The reactants are CI.[CH3:3][N:4]1[C:8]([C:9]2[CH:10]=[N:11][CH:12]=[CH:13][CH:14]=2)=[N:7][NH:6][C:5]1=[S:15].[OH-].[Na+].[CH2:18](Cl)Cl. The catalyst is CCO. The product is [CH3:3][N:4]1[C:5]([S:15][CH3:18])=[N:6][N:7]=[C:8]1[C:9]1[CH:10]=[N:11][CH:12]=[CH:13][CH:14]=1. The yield is 0.980. (3) The reactants are Cl[CH2:2][C:3]1[N:4]=[C:5]2[S:12][CH:11]=[C:10]([CH3:13])[N:6]2[C:7](=[O:9])[CH:8]=1.ClCC1N(C)N=C(C)N=1.[CH:23]1([C:28]2([CH2:36][CH2:37][C:38]3[CH:43]=[CH:42][C:41]([O:44][CH3:45])=[CH:40][CH:39]=3)[O:33][C:32](=[O:34])[CH2:31][C:30](=[O:35])[CH2:29]2)[CH2:27][CH2:26][CH2:25][CH2:24]1. No catalyst specified. The product is [CH:23]1([C:28]2([CH2:36][CH2:37][C:38]3[CH:43]=[CH:42][C:41]([O:44][CH3:45])=[CH:40][CH:39]=3)[O:33][C:32](=[O:34])[C:31]([CH2:2][C:3]3[N:4]=[C:5]4[S:12][CH:11]=[C:10]([CH3:13])[N:6]4[C:7](=[O:9])[CH:8]=3)=[C:30]([OH:35])[CH2:29]2)[CH2:27][CH2:26][CH2:25][CH2:24]1. The yield is 0.170. (4) The reactants are [H-].[H-].[H-].[H-].[Li+].[Al+3].[CH3:7][C:8]([CH3:18])([CH2:14][CH2:15][CH:16]=[CH2:17])[C:9](OCC)=[O:10]. The catalyst is CCOCC. The product is [CH3:7][C:8]([CH3:18])([CH2:14][CH2:15][CH:16]=[CH2:17])[CH2:9][OH:10]. The yield is 0.871. (5) The reactants are [Cl:1][C:2]1[CH:7]=[CH:6][C:5]([CH:8]([C:10]2[N:11]([CH3:16])[C:12]([SH:15])=[N:13][CH:14]=2)[OH:9])=[CH:4][CH:3]=1.Br[CH2:18][CH2:19][CH3:20]. No catalyst specified. The product is [Cl:1][C:2]1[CH:3]=[CH:4][C:5]([CH:8]([C:10]2[N:11]([CH3:16])[C:12]([S:15][CH2:18][CH2:19][CH3:20])=[N:13][CH:14]=2)[OH:9])=[CH:6][CH:7]=1. The yield is 0.710. (6) The reactants are Br[C:2]1[CH:7]=[CH:6][C:5]([F:8])=[CH:4][CH:3]=1.[Li]CCCC.[O:14]=[C:15]1[CH2:20][CH2:19][CH2:18][CH2:17][CH:16]1[N:21]1[CH2:37][CH2:36][C:24]2([C:28](=[O:29])[NH:27][CH2:26][CH:25]2[C:30]2[CH:35]=[CH:34][CH:33]=[CH:32][CH:31]=2)[CH2:23][CH2:22]1.[Cl-].[NH4+]. The catalyst is C1COCC1. The product is [CH3:15][OH:14].[NH4+:21].[OH-:14].[F:8][C:5]1[CH:6]=[CH:7][C:2]([C:15]2([OH:14])[CH2:20][CH2:19][CH2:18][CH2:17][CH:16]2[N:21]2[CH2:37][CH2:36][C:24]3([C:28](=[O:29])[NH:27][CH2:26][CH:25]3[C:30]3[CH:31]=[CH:32][CH:33]=[CH:34][CH:35]=3)[CH2:23][CH2:22]2)=[CH:3][CH:4]=1. The yield is 0.00500. (7) The reactants are [F:1][C:2]([F:13])([F:12])[C:3]1[CH:8]=[N:7][N:6]2[CH:9]=[CH:10][N:11]=[C:5]2[N:4]=1.C([O-])(=O)C.[Na+].[Br:19]Br. The catalyst is C(O)(=O)C. The product is [Br:19][C:9]1[N:6]2[N:7]=[CH:8][C:3]([C:2]([F:1])([F:12])[F:13])=[N:4][C:5]2=[N:11][CH:10]=1. The yield is 0.660. (8) The reactants are [CH2:1]([N:8]1[CH:12]=[C:11]([OH:13])[CH:10]=[N:9]1)[C:2]1[CH:7]=[CH:6][CH:5]=[CH:4][CH:3]=1.IC.[C:16]([O-])([O-])=O.[Cs+].[Cs+]. The catalyst is CN(C)C=O. The product is [CH2:1]([N:8]1[CH:12]=[C:11]([O:13][CH3:16])[CH:10]=[N:9]1)[C:2]1[CH:3]=[CH:4][CH:5]=[CH:6][CH:7]=1. The yield is 0.860. (9) The reactants are [F:1][C:2]1[CH:25]=[C:24]([F:26])[CH:23]=[CH:22][C:3]=1[C:4]([C:6]1[CH:7]=[CH:8][C:9](=[O:21])[N:10]([C:15]2[CH:20]=[CH:19][CH:18]=[CH:17][CH:16]=2)[C:11]=1SCC)=[O:5].[CH2:27]([NH2:29])[CH3:28].C(N(C(C)C)C(C)C)C. The catalyst is C(O)C. The product is [F:1][C:2]1[CH:25]=[C:24]([F:26])[CH:23]=[CH:22][C:3]=1[C:4]([C:6]1[CH:7]=[CH:8][C:9](=[O:21])[N:10]([C:15]2[CH:20]=[CH:19][CH:18]=[CH:17][CH:16]=2)[C:11]=1[NH:29][CH2:27][CH3:28])=[O:5]. The yield is 0.430. (10) The reactants are [NH:1]1[C:5]2[CH:6]=[CH:7][C:8]([C:10]([OH:12])=O)=[CH:9][C:4]=2[N:3]=[CH:2]1.[F:13][C:14]1[C:27]2[CH2:26][CH2:25][C@H:24]3[C@@H:19]([CH2:20][CH2:21][CH2:22][NH:23]3)[C:18]=2[CH:17]=[C:16]([F:28])[CH:15]=1. The catalyst is C(Cl)Cl.CO. The product is [NH:1]1[C:5]2[CH:6]=[CH:7][C:8]([C:10]([N:23]3[C@@H:24]4[C@H:19]([C:18]5[CH:17]=[C:16]([F:28])[CH:15]=[C:14]([F:13])[C:27]=5[CH2:26][CH2:25]4)[CH2:20][CH2:21][CH2:22]3)=[O:12])=[CH:9][C:4]=2[N:3]=[CH:2]1. The yield is 0.700.